This data is from Tyrosyl-DNA phosphodiesterase HTS with 341,365 compounds. The task is: Binary Classification. Given a drug SMILES string, predict its activity (active/inactive) in a high-throughput screening assay against a specified biological target. The molecule is o1c2c(c(CC(=O)N(CC(=O)Nc3ccc(NC(=O)C)cc3)CC)c1)cc(c(c2)C)C. The result is 0 (inactive).